This data is from Forward reaction prediction with 1.9M reactions from USPTO patents (1976-2016). The task is: Predict the product of the given reaction. (1) Given the reactants [CH3:1][S:2]([C:5]1[CH:10]=[CH:9][C:8]([C:11]2[S:15][C:14]([NH2:16])=[N:13][C:12]=2[CH3:17])=[CH:7][CH:6]=1)(=[O:4])=[O:3].CN(C(ON1N=NC2C=CC=NC1=2)=[N+](C)C)C.F[P-](F)(F)(F)(F)F.[N:42]1([CH2:47][C:48](O)=[O:49])[CH:46]=[N:45][N:44]=[N:43]1.C(N(CC)CC)C, predict the reaction product. The product is: [CH3:1][S:2]([C:5]1[CH:6]=[CH:7][C:8]([C:11]2[S:15][C:14]([NH:16][C:48](=[O:49])[CH2:47][N:42]3[CH:46]=[N:45][N:44]=[N:43]3)=[N:13][C:12]=2[CH3:17])=[CH:9][CH:10]=1)(=[O:3])=[O:4]. (2) Given the reactants C([O:8][C:9](=[O:31])[CH2:10][CH2:11][C:12]1[CH:17]=[CH:16][C:15]([O:18][CH:19]([C:24](=[O:30])[N:25]([CH2:27][CH2:28][OH:29])[CH3:26])[C:20]([O:22][CH3:23])=[O:21])=[CH:14][CH:13]=1)C1C=CC=CC=1, predict the reaction product. The product is: [OH:29][CH2:28][CH2:27][N:25]([CH3:26])[C:24]([CH:19]([C:20]([O:22][CH3:23])=[O:21])[O:18][C:15]1[CH:16]=[CH:17][C:12]([CH2:11][CH2:10][C:9]([OH:31])=[O:8])=[CH:13][CH:14]=1)=[O:30]. (3) Given the reactants [CH3:1][O:2][C:3]1[CH:4]=[C:5]2[C:10](=[CH:11][C:12]=1[O:13][CH3:14])[N:9]=[CH:8][N:7]=[C:6]2[N:15]1[CH2:20][CH:19]([C:21]2[CH:30]=[CH:29][C:28]3[C:23](=[CH:24][CH:25]=[CH:26][CH:27]=3)[CH:22]=2)[CH2:18][CH:17]([OH:31])[CH2:16]1.[H-].[Na+].S(OCC)(O[CH2:38][CH3:39])(=O)=O, predict the reaction product. The product is: [CH2:38]([O:31][CH:17]1[CH2:18][CH:19]([C:21]2[CH:30]=[CH:29][C:28]3[C:23](=[CH:24][CH:25]=[CH:26][CH:27]=3)[CH:22]=2)[CH2:20][N:15]([C:6]2[C:5]3[C:10](=[CH:11][C:12]([O:13][CH3:14])=[C:3]([O:2][CH3:1])[CH:4]=3)[N:9]=[CH:8][N:7]=2)[CH2:16]1)[CH3:39]. (4) Given the reactants FC(F)(F)C(O)=O.C(OC(=O)[NH:14][C:15]([CH:23]1[CH2:28][CH2:27][CH:26]([OH:29])[CH2:25][CH2:24]1)([C:17]1[CH:22]=[CH:21][CH:20]=[CH:19][CH:18]=1)[CH3:16])(C)(C)C.Cl.O, predict the reaction product. The product is: [NH2:14][C:15]([CH:23]1[CH2:28][CH2:27][CH:26]([OH:29])[CH2:25][CH2:24]1)([C:17]1[CH:22]=[CH:21][CH:20]=[CH:19][CH:18]=1)[CH3:16]. (5) Given the reactants [OH:1][C:2]1[CH:3]=[CH:4][C:5]([C:8]([NH:10][CH3:11])=[O:9])=[N:6][CH:7]=1.[CH2:12](O)[CH2:13][CH2:14][OH:15].C1(P(C2C=CC=CC=2)C2C=CC=CC=2)C=CC=CC=1.CN(C)C=O.N(C(OC(C)C)=O)=NC(OC(C)C)=O, predict the reaction product. The product is: [OH:15][CH2:14][CH2:13][CH2:12][O:1][C:2]1[CH:3]=[CH:4][C:5]([C:8]([NH:10][CH3:11])=[O:9])=[N:6][CH:7]=1. (6) The product is: [CH3:1][O:2][C:3]1[CH:44]=[CH:43][CH:42]=[CH:41][C:4]=1[CH2:5][O:6][CH2:7][CH2:8][CH2:9][O:10][C:11]1[CH:12]=[CH:13][C:14]([CH:17]2[CH2:22][CH2:21][N:20]([C:23]([O:25][C:26]([CH3:29])([CH3:28])[CH3:27])=[O:24])[CH2:19][CH:18]2[O:30][CH2:31][C:32](=[O:40])[N:33]([CH2:46][CH2:47][CH2:48][CH2:49][O:50][CH3:51])[C:34]2[CH:35]=[CH:36][CH:37]=[CH:38][CH:39]=2)=[CH:15][CH:16]=1. Given the reactants [CH3:1][O:2][C:3]1[CH:44]=[CH:43][CH:42]=[CH:41][C:4]=1[CH2:5][O:6][CH2:7][CH2:8][CH2:9][O:10][C:11]1[CH:16]=[CH:15][C:14]([CH:17]2[CH2:22][CH2:21][N:20]([C:23]([O:25][C:26]([CH3:29])([CH3:28])[CH3:27])=[O:24])[CH2:19][CH:18]2[O:30][CH2:31][C:32](=[O:40])[NH:33][C:34]2[CH:39]=[CH:38][CH:37]=[CH:36][CH:35]=2)=[CH:13][CH:12]=1.Cl[CH2:46][CH2:47][CH2:48][CH2:49][O:50][CH3:51], predict the reaction product. (7) Given the reactants [CH2:1]([CH:3]1[O:8][C:7]([CH3:11])([CH:9]=[CH2:10])[CH2:6][CH2:5][CH:4]1[C:12]([CH3:14])=[CH2:13])[CH3:2].[H][H], predict the reaction product. The product is: [CH2:9]([C:7]1([CH3:11])[CH2:6][CH2:5][CH:4]([CH:12]([CH3:13])[CH3:14])[CH:3]([CH2:1][CH3:2])[O:8]1)[CH3:10]. (8) Given the reactants [CH3:1][O:2][C:3](=[O:24])[CH:4]([C:10]1[CH:15]=[C:14]([O:16][CH2:17][C:18]([F:21])([F:20])[F:19])[C:13]([NH2:22])=[C:12](Br)[CH:11]=1)[CH2:5][CH:6]1[CH2:9][CH2:8][CH2:7]1.[F:25][C:26]([F:37])([F:36])[C:27]1[CH:32]=[CH:31][C:30](B(O)O)=[CH:29][CH:28]=1.[F-].[Cs+].O, predict the reaction product. The product is: [CH3:1][O:2][C:3](=[O:24])[CH:4]([C:10]1[CH:11]=[C:12]([C:30]2[CH:31]=[CH:32][C:27]([C:26]([F:37])([F:36])[F:25])=[CH:28][CH:29]=2)[C:13]([NH2:22])=[C:14]([O:16][CH2:17][C:18]([F:21])([F:20])[F:19])[CH:15]=1)[CH2:5][CH:6]1[CH2:9][CH2:8][CH2:7]1. (9) Given the reactants Br[C:2]1[CH:3]=[CH:4][C:5]2[C:11]3[S:12][C:13]([C:15]4[N:19]([C:20]5[CH:25]=[CH:24][CH:23]=[CH:22][C:21]=5[Cl:26])[C:18](=[O:27])[NH:17][N:16]=4)=[CH:14][C:10]=3[CH2:9][CH2:8][O:7][C:6]=2[CH:28]=1.CC1(C)C(C)(C)OB([C:37]2[CH:38]=[N:39][NH:40][CH:41]=2)O1, predict the reaction product. The product is: [NH:39]1[CH:38]=[C:37]([C:2]2[CH:3]=[CH:4][C:5]3[C:11]4[S:12][C:13]([C:15]5[N:19]([C:20]6[CH:25]=[CH:24][CH:23]=[CH:22][C:21]=6[Cl:26])[C:18](=[O:27])[NH:17][N:16]=5)=[CH:14][C:10]=4[CH2:9][CH2:8][O:7][C:6]=3[CH:28]=2)[CH:41]=[N:40]1. (10) Given the reactants [F:1][C:2]1[CH:3]=[C:4]([C:9]#[C:10][Si](C)(C)C)[C:5]([NH2:8])=[N:6][CH:7]=1.CC([O-])(C)C.[K+].[Cl-].[Na+], predict the reaction product. The product is: [F:1][C:2]1[CH:3]=[C:4]2[CH:9]=[CH:10][NH:8][C:5]2=[N:6][CH:7]=1.